This data is from Reaction yield outcomes from USPTO patents with 853,638 reactions. The task is: Predict the reaction yield, written as a fraction of the theoretical maximum amount of product (1.0 means a 100% yield; for example, 0.34 means a 34% yield). The reactants are [NH2:1][C:2]1[CH:30]=[CH:29][C:5]([O:6][C:7]2[CH:12]=[CH:11][N:10]=[C:9]3[CH:13]=[C:14]([C:16]4[CH:17]=[N:18][N:19]([CH2:21][CH2:22][N:23]5[CH2:27][CH2:26][CH2:25][C:24]5=[O:28])[CH:20]=4)[S:15][C:8]=23)=[C:4]([F:31])[CH:3]=1.[N:32]1[CH:37]=[CH:36][CH:35]=C[CH:33]=1.ClC(OC1C=CC=CC=1)=[O:40].C1(N)CC1. The catalyst is CN(C=O)C. The product is [CH:37]1([NH:32][C:33]([NH:1][C:2]2[CH:30]=[CH:29][C:5]([O:6][C:7]3[CH:12]=[CH:11][N:10]=[C:9]4[CH:13]=[C:14]([C:16]5[CH:17]=[N:18][N:19]([CH2:21][CH2:22][N:23]6[CH2:27][CH2:26][CH2:25][C:24]6=[O:28])[CH:20]=5)[S:15][C:8]=34)=[C:4]([F:31])[CH:3]=2)=[O:40])[CH2:35][CH2:36]1. The yield is 0.530.